From a dataset of Full USPTO retrosynthesis dataset with 1.9M reactions from patents (1976-2016). Predict the reactants needed to synthesize the given product. (1) Given the product [CH3:15][O:14][CH2:13][CH2:12][O:11][CH2:10][CH2:9][N:1]1[CH:5]=[CH:4][N:3]=[CH:2]1, predict the reactants needed to synthesize it. The reactants are: [NH:1]1[CH:5]=[CH:4][N:3]=[CH:2]1.[H-].[Na+].Br[CH2:9][CH2:10][O:11][CH2:12][CH2:13][O:14][CH3:15].O. (2) Given the product [NH2:60][C@H:51]([C:50]([OH:55])=[O:49])[CH2:52][CH2:53][CH2:54][CH2:56][NH2:4], predict the reactants needed to synthesize it. The reactants are: CC1(C)S[C@@H]2[C@H](NC([C@H](N)C3C=CC=CC=3)=O)C(=O)[N:4]2[C@H]1C(O)=O.C[C@@H]1O[C@@H](O[C@H]2[C@H](O)[C@@H](O)[C@H](NC(N)=N)[C@@H](O)[C@@H]2NC(N)=N)[C@H]([O:49][C@@H:50]2[O:55][C@@H:54]([CH2:56]O)[C@H:53](O)[C@@H:52](O)[C@@H:51]2[NH:60]C)[C@@]1(O)C=O.CCCCO.CC(O)CO.C(O)CO.C([O-])(=O)CCCCCCC/C=C\CCCCCCCC.[Na+]. (3) Given the product [CH:22]([C:6]1[N:2]([CH3:1])[N:3]=[CH:4][C:5]=1[NH:7][C:8](=[O:14])[O:9][C:10]([CH3:11])([CH3:13])[CH3:12])=[O:23], predict the reactants needed to synthesize it. The reactants are: [CH3:1][N:2]1[CH:6]=[C:5]([NH:7][C:8](=[O:14])[O:9][C:10]([CH3:13])([CH3:12])[CH3:11])[CH:4]=[N:3]1.C([Li])CCC.CN(C)[CH:22]=[O:23].S([O-])(O)(=O)=O.[K+]. (4) Given the product [N+:14]([C:5]1[CH:4]=[C:3]([CH2:2][N:26]2[CH2:27][CH2:28][N:23]([C:20]3[CH:21]=[CH:22][CH:17]=[CH:18][CH:19]=3)[CH2:24][CH2:25]2)[CH:8]=[CH:7][C:6]=1[CH2:9][NH:10][C:11](=[O:13])[CH3:12])([O-:16])=[O:15], predict the reactants needed to synthesize it. The reactants are: Cl[CH2:2][C:3]1[CH:8]=[CH:7][C:6]([CH2:9][NH:10][C:11](=[O:13])[CH3:12])=[C:5]([N+:14]([O-:16])=[O:15])[CH:4]=1.[CH:17]1[CH:18]=[CH:19][C:20]([N:23]2[CH2:28][CH2:27][NH:26][CH2:25][CH2:24]2)=[CH:21][CH:22]=1.C(=O)([O-])[O-].[K+].[K+].O. (5) The reactants are: [Br:1][C:2]1[CH:7]=[CH:6][C:5]([C@H:8]([N:10]2[CH2:15][CH2:14][NH:13][CH2:12][CH2:11]2)[CH3:9])=[CH:4][CH:3]=1.Cl[C:17]1[CH:18]=[CH:19][C:20]2[N:21]([C:23]([CH:26]([F:28])[F:27])=[N:24][N:25]=2)[N:22]=1. Given the product [Br:1][C:2]1[CH:7]=[CH:6][C:5]([C@H:8]([N:10]2[CH2:11][CH2:12][N:13]([C:17]3[CH:18]=[CH:19][C:20]4[N:21]([C:23]([CH:26]([F:27])[F:28])=[N:24][N:25]=4)[N:22]=3)[CH2:14][CH2:15]2)[CH3:9])=[CH:4][CH:3]=1, predict the reactants needed to synthesize it. (6) Given the product [CH2:13]([O:17][C:18]([O:22][Si:23]([CH3:26])([CH3:25])[CH3:24])=[C:19]([CH3:21])[CH3:20])[CH:14]([CH3:16])[CH3:15], predict the reactants needed to synthesize it. The reactants are: C(NC(C)C)(C)C.[Li]CCCC.[CH2:13]([O:17][C:18](=[O:22])[CH:19]([CH3:21])[CH3:20])[CH:14]([CH3:16])[CH3:15].[Si:23](Cl)([CH3:26])([CH3:25])[CH3:24].